The task is: Predict the reaction yield, written as a fraction of the theoretical maximum amount of product (1.0 means a 100% yield; for example, 0.34 means a 34% yield).. This data is from Reaction yield outcomes from USPTO patents with 853,638 reactions. The product is [CH2:1]([C:3]1[N:4]([CH2:14][C:15]2[CH:20]=[CH:19][CH:18]=[CH:17][CH:16]=2)[C:5]2[C:10]([CH:11]=1)=[C:9]([OH:12])[CH:8]=[CH:7][CH:6]=2)[CH3:2]. The yield is 0.540. No catalyst specified. The reactants are [CH2:1]([C:3]1[N:4]([CH2:14][C:15]2[CH:20]=[CH:19][CH:18]=[CH:17][CH:16]=2)[C:5]2[C:10]([CH:11]=1)=[C:9]([O:12]C)[CH:8]=[CH:7][CH:6]=2)[CH3:2].B(Br)(Br)Br.C(Cl)Cl.